This data is from Acute oral toxicity (LD50) regression data from Zhu et al.. The task is: Regression/Classification. Given a drug SMILES string, predict its toxicity properties. Task type varies by dataset: regression for continuous values (e.g., LD50, hERG inhibition percentage) or binary classification for toxic/non-toxic outcomes (e.g., AMES mutagenicity, cardiotoxicity, hepatotoxicity). Dataset: ld50_zhu. The molecule is O=C1c2ccccc2-c2ccc3c4c(O)c(O)c5c6c(ccc(c7ccc1c2c73)c64)C(=O)c1ccccc1-5. The rat oral LD50 is 2.37, given as -log10 of the dose in mol/kg body weight (higher means more acutely toxic).